Dataset: Peptide-MHC class I binding affinity with 185,985 pairs from IEDB/IMGT. Task: Regression. Given a peptide amino acid sequence and an MHC pseudo amino acid sequence, predict their binding affinity value. This is MHC class I binding data. (1) The peptide sequence is SVFESWLEK. The MHC is HLA-A03:01 with pseudo-sequence HLA-A03:01. The binding affinity (normalized) is 0.505. (2) The peptide sequence is RPRPRTPEW. The MHC is HLA-B15:01 with pseudo-sequence HLA-B15:01. The binding affinity (normalized) is 0.213. (3) The peptide sequence is EYEPTANLL. The MHC is HLA-A24:02 with pseudo-sequence HLA-A24:02. The binding affinity (normalized) is 0.552. (4) The peptide sequence is FSGKSTELIR. The MHC is HLA-A68:01 with pseudo-sequence HLA-A68:01. The binding affinity (normalized) is 0.373. (5) The binding affinity (normalized) is 0.232. The MHC is Patr-B0101 with pseudo-sequence Patr-B0101. The peptide sequence is HSASFCGSPY. (6) The peptide sequence is AENTNSVTNI. The MHC is HLA-B44:03 with pseudo-sequence HLA-B44:03. The binding affinity (normalized) is 0.453. (7) The peptide sequence is KNNFWFWEY. The MHC is HLA-B51:01 with pseudo-sequence HLA-B51:01. The binding affinity (normalized) is 0.0847. (8) The peptide sequence is TESFDAWNNT. The MHC is Mamu-A11 with pseudo-sequence Mamu-A11. The binding affinity (normalized) is 0.257. (9) The peptide sequence is SESTIDIIL. The MHC is HLA-A26:03 with pseudo-sequence HLA-A26:03. The binding affinity (normalized) is 0.0847. (10) The peptide sequence is HKFYHYSVYI. The MHC is H-2-Kb with pseudo-sequence H-2-Kb. The binding affinity (normalized) is 0.262.